Task: Predict the reaction yield, written as a fraction of the theoretical maximum amount of product (1.0 means a 100% yield; for example, 0.34 means a 34% yield).. Dataset: Reaction yield outcomes from USPTO patents with 853,638 reactions (1) The reactants are [Br:1][C:2]1[CH:13]=[C:6]2[C:7](OC(=O)[NH:11][C:5]2=[CH:4][CH:3]=1)=[O:8].[CH3:14][NH:15][CH3:16].O1CCCC1. No catalyst specified. The product is [NH2:11][C:5]1[CH:4]=[CH:3][C:2]([Br:1])=[CH:13][C:6]=1[C:7]([N:15]([CH3:16])[CH3:14])=[O:8]. The yield is 0.786. (2) The reactants are Br[C:2]1[NH:10][C:9]2[C:8](=[O:11])[N:7]3[C:12]([CH3:15])=[N:13][N:14]=[C:6]3[N:5]([CH2:16][CH2:17][CH2:18][CH2:19][CH3:20])[C:4]=2[N:3]=1.[C:21]1(B(O)O)[CH:26]=[CH:25][CH:24]=[CH:23][CH:22]=1.C(=O)([O-])[O-].[Na+].[Na+]. The catalyst is O.COCCOC.[Pd].C1(P(C2C=CC=CC=2)C2C=CC=CC=2)C=CC=CC=1.C1(P(C2C=CC=CC=2)C2C=CC=CC=2)C=CC=CC=1.C1(P(C2C=CC=CC=2)C2C=CC=CC=2)C=CC=CC=1.C1(P(C2C=CC=CC=2)C2C=CC=CC=2)C=CC=CC=1. The product is [CH3:15][C:12]1[N:7]2[C:8](=[O:11])[C:9]3[NH:10][C:2]([C:21]4[CH:26]=[CH:25][CH:24]=[CH:23][CH:22]=4)=[N:3][C:4]=3[N:5]([CH2:16][CH2:17][CH2:18][CH2:19][CH3:20])[C:6]2=[N:14][N:13]=1. The yield is 0.160. (3) The reactants are [NH2:1][C:2]1[C:10]([C:11](O)=[O:12])=[CH:9][C:8]([I:14])=[CH:7][C:3]=1[C:4]([OH:6])=[O:5].C(O)(=O)C.[CH:19](N)=[NH:20].C(N)=O. The catalyst is O. The product is [OH:12][C:11]1[C:10]2[C:2](=[C:3]([C:4]([OH:6])=[O:5])[CH:7]=[C:8]([I:14])[CH:9]=2)[N:1]=[CH:19][N:20]=1. The yield is 0.790. (4) The reactants are Br[C:2]1[CH:3]=[C:4]([S:12]([NH:15][C:16]2[CH:25]=[CH:24][C:19]([C:20]([O:22]C)=[O:21])=[C:18]([OH:26])[CH:17]=2)(=[O:14])=[O:13])[CH:5]=[C:6]([C:8]([F:11])([F:10])[F:9])[CH:7]=1.[C:27]1(B(O)O)[CH:32]=[CH:31][CH:30]=[CH:29][CH:28]=1. No catalyst specified. The product is [OH:26][C:18]1[CH:17]=[C:16]([NH:15][S:12]([C:4]2[CH:3]=[C:2]([C:27]3[CH:32]=[CH:31][CH:30]=[CH:29][CH:28]=3)[CH:7]=[C:6]([C:8]([F:11])([F:9])[F:10])[CH:5]=2)(=[O:13])=[O:14])[CH:25]=[CH:24][C:19]=1[C:20]([OH:22])=[O:21]. The yield is 0.730.